Dataset: Catalyst prediction with 721,799 reactions and 888 catalyst types from USPTO. Task: Predict which catalyst facilitates the given reaction. (1) Reactant: C(OC([N:8]1[CH2:12][C@H:11]([CH2:13][N:14]([CH:31]([CH3:33])[CH3:32])[C:15](=[O:30])[C:16]2[CH:21]=[CH:20][C:19]([O:22][CH3:23])=[C:18]([O:24][CH2:25][CH2:26][CH2:27][O:28][CH3:29])[CH:17]=2)[C@@H:10]([OH:34])[CH2:9]1)=O)(C)(C)C.[N:35]([CH2:38][C:39]1[CH:44]=[CH:43][CH:42]=[CH:41][CH:40]=1)=[C:36]=[O:37].CC#N.O.CC#N. Product: [CH:31]([N:14]([CH2:13][C@H:11]1[CH2:12][NH:8][CH2:9][C@@H:10]1[O:34][C:36](=[O:37])[NH:35][CH2:38][C:39]1[CH:44]=[CH:43][CH:42]=[CH:41][CH:40]=1)[C:15](=[O:30])[C:16]1[CH:21]=[CH:20][C:19]([O:22][CH3:23])=[C:18]([O:24][CH2:25][CH2:26][CH2:27][O:28][CH3:29])[CH:17]=1)([CH3:33])[CH3:32]. The catalyst class is: 6. (2) Reactant: [Cl:1][C:2]1[CH:7]=[C:6]([O:8]C)[CH:5]=[CH:4][C:3]=1[CH:10]([CH3:28])[C:11]([C:17]1[CH:18]=[CH:19][C:20]2[O:24][C:23](=[O:25])[N:22]([CH3:26])[C:21]=2[CH:27]=1)([OH:16])[C:12]([F:15])([F:14])[F:13]. Product: [Cl:1][C:2]1[CH:7]=[C:6]([OH:8])[CH:5]=[CH:4][C:3]=1[CH:10]([CH3:28])[C:11]([C:17]1[CH:18]=[CH:19][C:20]2[O:24][C:23](=[O:25])[N:22]([CH3:26])[C:21]=2[CH:27]=1)([OH:16])[C:12]([F:13])([F:14])[F:15]. The catalyst class is: 2. (3) Reactant: C[O:2][C:3]1[CH:4]=[CH:5][C:6]2[S:10][CH:9]=[N:8][C:7]=2[CH:11]=1.I. Product: [S:10]1[C:6]2[CH:5]=[CH:4][C:3]([OH:2])=[CH:11][C:7]=2[N:8]=[CH:9]1. The catalyst class is: 6. (4) Reactant: Br[C:2]1[N:10]([CH2:11][C:12]2[CH:17]=[CH:16][C:15]([Cl:18])=[CH:14][CH:13]=2)[C:9]2[C:8](=[O:19])[NH:7][C:6](=[O:20])[N:5]([CH3:21])[C:4]=2[N:3]=1.[CH3:22][CH:23]([SH:25])[CH3:24].C(=O)([O-])[O-].[K+].[K+]. Product: [Cl:18][C:15]1[CH:16]=[CH:17][C:12]([CH2:11][N:10]2[C:9]3[C:8](=[O:19])[NH:7][C:6](=[O:20])[N:5]([CH3:21])[C:4]=3[N:3]=[C:2]2[S:25][CH:23]([CH3:24])[CH3:22])=[CH:13][CH:14]=1. The catalyst class is: 3. (5) The catalyst class is: 13. Reactant: [CH:1]([O:4][C:5]1[CH:10]=[CH:9][C:8]([N:11]2[C:16](=[O:17])[C:15]([CH2:18][C:19]3[CH:24]=[CH:23][C:22]([C:25]4[CH:30]=[CH:29][CH:28]=[CH:27][C:26]=4[C:31]4[NH:35][C:34](=[O:36])[O:33][N:32]=4)=[CH:21][CH:20]=3)=[C:14]([CH2:37][CH2:38][CH3:39])[N:13]=[C:12]2[CH3:40])=[CH:7][CH:6]=1)([CH3:3])[CH3:2].[ClH:41].C(OCC)(=O)C.C(OC(C)C)(C)C. Product: [ClH:41].[CH:1]([O:4][C:5]1[CH:10]=[CH:9][C:8]([N:11]2[C:16](=[O:17])[C:15]([CH2:18][C:19]3[CH:24]=[CH:23][C:22]([C:25]4[CH:30]=[CH:29][CH:28]=[CH:27][C:26]=4[C:31]4[NH:35][C:34](=[O:36])[O:33][N:32]=4)=[CH:21][CH:20]=3)=[C:14]([CH2:37][CH2:38][CH3:39])[N:13]=[C:12]2[CH3:40])=[CH:7][CH:6]=1)([CH3:3])[CH3:2]. (6) Reactant: [CH3:1][C:2]1[CH:3]=[C:4]([CH:18]=[CH:19][C:20]=1[CH3:21])[C:5]([C:7]1[C:16](=[O:17])[C:15]2[C:10](=[CH:11][CH:12]=[CH:13][CH:14]=2)[NH:9][CH:8]=1)=[O:6].[H-].[Na+].Cl[CH2:25][C:26]1[N:31]=[CH:30][CH:29]=[CH:28][N:27]=1. Product: [CH3:1][C:2]1[CH:3]=[C:4]([CH:18]=[CH:19][C:20]=1[CH3:21])[C:5]([C:7]1[C:16](=[O:17])[C:15]2[C:10](=[CH:11][CH:12]=[CH:13][CH:14]=2)[N:9]([CH2:25][C:26]2[N:31]=[CH:30][CH:29]=[CH:28][N:27]=2)[CH:8]=1)=[O:6]. The catalyst class is: 9.